The task is: Binary Classification. Given a drug SMILES string, predict its activity (active/inactive) in a high-throughput screening assay against a specified biological target.. This data is from Cav3 T-type calcium channel HTS with 100,875 compounds. (1) The drug is Clc1ccc(Cn2c3c(n(c(=O)[nH]c3=O)C)nc2SCC)cc1. The result is 0 (inactive). (2) The drug is Fc1c(NC(=O)C2CCCC2)cc(cc1)C(F)(F)F. The result is 0 (inactive). (3) The drug is O(C(=O)N1CC2C(C(C(N)=C(C2=CC1)C#N)(C#N)C#N)c1cc(OC)c(OCCCC)cc1)CC. The result is 0 (inactive).